From a dataset of Forward reaction prediction with 1.9M reactions from USPTO patents (1976-2016). Predict the product of the given reaction. (1) Given the reactants [NH2:1][C:2]1[C:11]2[C:6](=[C:7](I)[CH:8]=[CH:9][CH:10]=2)[N:5]=[N:4][C:3]=1[C:13]([NH:15][CH2:16][CH2:17][CH3:18])=[O:14].[F:19][C:20]1[CH:25]=[CH:24][C:23](B(O)O)=[CH:22][CH:21]=1, predict the reaction product. The product is: [NH2:1][C:2]1[C:11]2[C:6](=[C:7]([C:23]3[CH:24]=[CH:25][C:20]([F:19])=[CH:21][CH:22]=3)[CH:8]=[CH:9][CH:10]=2)[N:5]=[N:4][C:3]=1[C:13]([NH:15][CH2:16][CH2:17][CH3:18])=[O:14]. (2) Given the reactants [CH3:1][O:2][C:3]1[CH:11]=[CH:10][C:6]([C:7]([OH:9])=O)=[CH:5][CH:4]=1.[CH2:12]([NH:14][CH2:15][CH3:16])[CH3:13].CN(C(ON1N=NC2C=CC=CC1=2)=[N+](C)C)C.[B-](F)(F)(F)F, predict the reaction product. The product is: [CH2:12]([N:14]([CH2:15][CH3:16])[C:7](=[O:9])[C:6]1[CH:5]=[CH:4][C:3]([O:2][CH3:1])=[CH:11][CH:10]=1)[CH3:13]. (3) Given the reactants [NH2:1][C:2]1[C:11]2[C:6](=[CH:7][C:8]([CH2:12][N:13]3[CH2:18][C@H:17]([CH3:19])[NH:16][C@@H:15]([CH3:20])[C:14]3=[O:21])=[CH:9][CH:10]=2)[N:5]=[CH:4][N:3]=1.CN(C(ON1N=NC2C=CC=CC1=2)=[N+](C)C)C.[B-](F)(F)(F)F.C(N(CC)CC)C.[Cl:51][C:52]1[S:56][C:55]([CH:57]=[CH:58][C:59](O)=[O:60])=[CH:54][CH:53]=1, predict the reaction product. The product is: [NH2:1][C:2]1[C:11]2[C:6](=[CH:7][C:8]([CH2:12][N:13]3[CH2:18][C@H:17]([CH3:19])[N:16]([C:59](=[O:60])[CH:58]=[CH:57][C:55]4[S:56][C:52]([Cl:51])=[CH:53][CH:54]=4)[C@@H:15]([CH3:20])[C:14]3=[O:21])=[CH:9][CH:10]=2)[N:5]=[CH:4][N:3]=1. (4) Given the reactants [N:1]1[C:5]2[CH:6]=[CH:7][CH:8]=[CH:9][C:4]=2[NH:3][C:2]=1[CH2:10][C:11]#[N:12].[C:13]([CH:16]1[CH2:21][CH2:20][O:19][C:17]1=[O:18])(=O)[CH3:14].C([O-])(=O)C.[NH4+], predict the reaction product. The product is: [OH:19][CH2:20][CH2:21][C:16]1[C:17](=[O:18])[N:3]2[C:2]([NH:1][C:5]3[CH:6]=[CH:7][CH:8]=[CH:9][C:4]=32)=[C:10]([C:11]#[N:12])[C:13]=1[CH3:14]. (5) Given the reactants [Cl:1][C:2]1[CH:3]=[C:4]([C:9]2[CH:14]=[C:13]([CH:15]([F:17])[F:16])[N:12]3[N:18]=[CH:19][C:20]([C:21](O)=[O:22])=[C:11]3[N:10]=2)[CH:5]=[CH:6][C:7]=1[Cl:8].[CH3:24][N:25]1[CH2:30][CH2:29][N:28]([S:31]([C:34]2[CH:35]=[C:36]([NH2:40])[CH:37]=[CH:38][CH:39]=2)(=[O:33])=[O:32])[CH2:27][CH2:26]1, predict the reaction product. The product is: [CH3:24][N:25]1[CH2:30][CH2:29][N:28]([S:31]([C:34]2[CH:35]=[C:36]([NH:40][C:21]([C:20]3[CH:19]=[N:18][N:12]4[C:13]([CH:15]([F:16])[F:17])=[CH:14][C:9]([C:4]5[CH:5]=[CH:6][C:7]([Cl:8])=[C:2]([Cl:1])[CH:3]=5)=[N:10][C:11]=34)=[O:22])[CH:37]=[CH:38][CH:39]=2)(=[O:33])=[O:32])[CH2:27][CH2:26]1. (6) Given the reactants [N+:1]([C:4]1[CH:9]=[CH:8][C:7]([CH:10]2[CH2:14][CH2:13][CH:12]([C:15]([O:17][CH3:18])=[O:16])[CH2:11]2)=[CH:6][CH:5]=1)([O-])=O, predict the reaction product. The product is: [NH2:1][C:4]1[CH:5]=[CH:6][C:7]([CH:10]2[CH2:14][CH2:13][CH:12]([C:15]([O:17][CH3:18])=[O:16])[CH2:11]2)=[CH:8][CH:9]=1. (7) Given the reactants [NH2:1][C:2]1[CH:11]=[C:10]2[C:5]([CH2:6][CH2:7][CH2:8][N:9]2C(=O)C(F)(F)F)=[CH:4][CH:3]=1.[C:18]1([C:27]2[CH:32]=[CH:31][CH:30]=[CH:29][CH:28]=2)[CH:23]=[CH:22][C:21]([C:24](O)=[O:25])=[CH:20][CH:19]=1.Cl.CN(C)CCCN=C=NCC.[OH-].[Na+], predict the reaction product. The product is: [NH:9]1[C:10]2[C:5](=[CH:4][CH:3]=[C:2]([NH:1][C:24]([C:21]3[CH:22]=[CH:23][C:18]([C:27]4[CH:28]=[CH:29][CH:30]=[CH:31][CH:32]=4)=[CH:19][CH:20]=3)=[O:25])[CH:11]=2)[CH2:6][CH2:7][CH2:8]1. (8) Given the reactants C(O[C:4]([C:6]1[O:7][C:8]2[CH:14]=[CH:13][C:12]([Br:15])=[CH:11][C:9]=2[CH:10]=1)=[O:5])C.[CH2:16]([Mg]Br)[CH3:17].[CH2:20]1COC[CH2:21]1, predict the reaction product. The product is: [Br:15][C:12]1[CH:13]=[CH:14][C:8]2[O:7][C:6]([C:4]([OH:5])([CH2:16][CH3:17])[CH2:20][CH3:21])=[CH:10][C:9]=2[CH:11]=1.